Dataset: Reaction yield outcomes from USPTO patents with 853,638 reactions. Task: Predict the reaction yield, written as a fraction of the theoretical maximum amount of product (1.0 means a 100% yield; for example, 0.34 means a 34% yield). (1) The reactants are C(O[C:6]([N:8]1[CH2:13][CH2:12][N:11]([C:14]2[C:19]([Cl:20])=[N:18][CH:17]=[CH:16][N:15]=2)[CH2:10][CH2:9]1)=[O:7])(C)(C)C.Cl.O1CCOCC1.C(N(CC)CC)C.[N:35]([C:38]1[CH:43]=[C:42]([C:44]([F:47])([F:46])[F:45])[CH:41]=[C:40]([C:48]([F:51])([F:50])[F:49])[CH:39]=1)=C=O. The yield is 1.00. The product is [F:45][C:44]([F:46])([F:47])[C:42]1[CH:43]=[C:38]([NH:35][C:6]([N:8]2[CH2:9][CH2:10][N:11]([C:14]3[C:19]([Cl:20])=[N:18][CH:17]=[CH:16][N:15]=3)[CH2:12][CH2:13]2)=[O:7])[CH:39]=[C:40]([C:48]([F:49])([F:51])[F:50])[CH:41]=1. The catalyst is CCOC(C)=O.ClCCl. (2) The reactants are [Mg].Br[C:3]1[CH:8]=[CH:7][C:6]([CH3:9])=[CH:5][CH:4]=1.[CH3:10][C:11]1[CH:25]=[CH:24][C:14]([C:15]([C:17]2[CH:22]=[CH:21][C:20]([CH3:23])=[CH:19][CH:18]=2)=[O:16])=[CH:13][CH:12]=1.C(=O)([O-])O.[Na+]. The catalyst is O1CCCC1.C(OCC)(=O)C. The product is [CH3:10][C:11]1[CH:12]=[CH:13][C:14]([C:15]([C:3]2[CH:8]=[CH:7][C:6]([CH3:9])=[CH:5][CH:4]=2)([C:17]2[CH:22]=[CH:21][C:20]([CH3:23])=[CH:19][CH:18]=2)[OH:16])=[CH:24][CH:25]=1. The yield is 0.860. (3) The reactants are [C:1]([O:4][CH2:5][C:6]1[C:7]([N:21]2[CH2:32][CH2:31][N:30]3[C:23](=[CH:24][C:25]4[CH2:26][C:27]([CH3:34])([CH3:33])[CH2:28][C:29]=43)[C:22]2=[O:35])=[N:8][CH:9]=[CH:10][C:11]=1[C:12]1[CH:17]=[C:16](Br)[C:15](=[O:19])[N:14]([CH3:20])[CH:13]=1)(=[O:3])[CH3:2].[O:36]1[CH:40]=[CH:39][C:38]([NH2:41])=[N:37]1.C(=O)([O-])[O-].[Cs+].[Cs+].CC1(C)C2C(=C(P(C3C=CC=CC=3)C3C=CC=CC=3)C=CC=2)OC2C(P(C3C=CC=CC=3)C3C=CC=CC=3)=CC=CC1=2. The catalyst is C1C=CC(/C=C/C(/C=C/C2C=CC=CC=2)=O)=CC=1.C1C=CC(/C=C/C(/C=C/C2C=CC=CC=2)=O)=CC=1.C1C=CC(/C=C/C(/C=C/C2C=CC=CC=2)=O)=CC=1.[Pd].[Pd].O1CCOCC1. The product is [C:1]([O:4][CH2:5][C:6]1[C:7]([N:21]2[CH2:32][CH2:31][N:30]3[C:23](=[CH:24][C:25]4[CH2:26][C:27]([CH3:34])([CH3:33])[CH2:28][C:29]=43)[C:22]2=[O:35])=[N:8][CH:9]=[CH:10][C:11]=1[C:12]1[CH:17]=[C:16]([NH:41][C:38]2[CH:39]=[CH:40][O:36][N:37]=2)[C:15](=[O:19])[N:14]([CH3:20])[CH:13]=1)(=[O:3])[CH3:2]. The yield is 0.590.